Dataset: Forward reaction prediction with 1.9M reactions from USPTO patents (1976-2016). Task: Predict the product of the given reaction. Given the reactants [CH3:1][O:2][C:3]1[CH:4]=[C:5]2[C:10](=[CH:11][C:12]=1[O:13][CH2:14][C@H:15]1[CH2:17][O:16]1)[N:9]=[CH:8][N:7]=[C:6]2[O:18][C:19]1[CH:20]=[C:21]2[C:25](=[CH:26][CH:27]=1)[NH:24][CH:23]=[C:22]2[CH3:28].[NH2:29][CH2:30][CH2:31][CH2:32][N:33]1[CH2:38][CH2:37][N:36]([CH3:39])[CH2:35][CH2:34]1, predict the reaction product. The product is: [OH:16][C@H:15]([CH2:17][NH:29][CH2:30][CH2:31][CH2:32][N:33]1[CH2:34][CH2:35][N:36]([CH3:39])[CH2:37][CH2:38]1)[CH2:14][O:13][C:12]1[CH:11]=[C:10]2[C:5]([C:6]([O:18][C:19]3[CH:20]=[C:21]4[C:25](=[CH:26][CH:27]=3)[NH:24][CH:23]=[C:22]4[CH3:28])=[N:7][CH:8]=[N:9]2)=[CH:4][C:3]=1[O:2][CH3:1].